Predict the product of the given reaction. From a dataset of Forward reaction prediction with 1.9M reactions from USPTO patents (1976-2016). (1) Given the reactants [Cl:1][C:2]1[N:3]=[C:4]([C:9]([NH:11][C@H:12]2[CH2:17][CH2:16][N:15]([C:18]3[S:19][C:20]([C:26]([O:28][CH2:29][CH3:30])=[O:27])=[C:21]([C:23](O)=[O:24])[N:22]=3)[CH2:14][C@H:13]2[O:31][CH2:32][CH3:33])=[O:10])[NH:5][C:6]=1[CH2:7][CH3:8].[CH:34]([NH2:37])([CH3:36])[CH3:35].CCN=C=NCCCN(C)C.Cl.ON1C2C=CC=CC=2N=N1, predict the reaction product. The product is: [Cl:1][C:2]1[N:3]=[C:4]([C:9]([NH:11][C@H:12]2[CH2:17][CH2:16][N:15]([C:18]3[S:19][C:20]([C:26]([O:28][CH2:29][CH3:30])=[O:27])=[C:21]([C:23](=[O:24])[NH:37][CH:34]([CH3:36])[CH3:35])[N:22]=3)[CH2:14][C@H:13]2[O:31][CH2:32][CH3:33])=[O:10])[NH:5][C:6]=1[CH2:7][CH3:8]. (2) Given the reactants CN([C:4]([O:8]N1N=NC2C=CC=CC1=2)=[N+](C)C)C.F[P-](F)(F)(F)(F)F.ON1C2C=CC=[CH:34][C:29]=2[N:28]=N1.C(N(CC)CC)C.[NH2:42][C:43]([C:45]1[C:53]2[CH2:52][CH2:51][C:50]3[CH:54]=[CH:55][C:56]([NH:58][C:59](=[O:67])[C:60]4[CH:65]=[CH:64][CH:63]=[CH:62][C:61]=4[Cl:66])=[CH:57][C:49]=3[C:48]=2[N:47]([C:68]2[CH:73]=[CH:72][C:71](/[CH:74]=[CH:75]/[C:76](O)=[O:77])=[CH:70][CH:69]=2)[N:46]=1)=[O:44], predict the reaction product. The product is: [Cl:66][C:61]1[CH:62]=[CH:63][CH:64]=[CH:65][C:60]=1[C:59]([NH:58][C:56]1[CH:55]=[CH:54][C:50]2[CH2:51][CH2:52][C:53]3[C:45]([C:43]([NH2:42])=[O:44])=[N:46][N:47]([C:68]4[CH:73]=[CH:72][C:71](/[CH:74]=[CH:75]/[C:76]([NH:28][CH2:29][CH2:34][O:8][CH3:4])=[O:77])=[CH:70][CH:69]=4)[C:48]=3[C:49]=2[CH:57]=1)=[O:67]. (3) Given the reactants Br[CH2:2][C:3]1[C:7]([CH3:8])=[CH:6][N:5]([C:9]2[CH:14]=[CH:13][CH:12]=[CH:11][CH:10]=2)[N:4]=1.[C-:15]#[N:16].[K+].O, predict the reaction product. The product is: [CH3:8][C:7]1[C:3]([CH2:2][C:15]#[N:16])=[N:4][N:5]([C:9]2[CH:14]=[CH:13][CH:12]=[CH:11][CH:10]=2)[CH:6]=1. (4) Given the reactants [ClH:1].Cl.[N:3]1([CH2:9][CH2:10][CH2:11][O:12][C:13]2[CH:26]=[CH:25][C:16]([C:17]([N:19]3[CH2:24][CH2:23][NH:22][CH2:21][CH2:20]3)=[O:18])=[CH:15][CH:14]=2)[CH2:8][CH2:7][CH2:6][CH2:5][CH2:4]1.CCN(CC1C=CC=CC=1)CC.C=CC1C=CC=CC=1.C=CC1C=CC(C=C)=CC=1.[CH:57]1([C:64](O)=[O:65])[CH2:63][CH2:62][CH2:61][CH2:60][CH2:59][CH2:58]1.C1C=CC2N(O)N=NC=2C=1, predict the reaction product. The product is: [ClH:1].[N:3]1([CH2:9][CH2:10][CH2:11][O:12][C:13]2[CH:26]=[CH:25][C:16]([C:17]([N:19]3[CH2:24][CH2:23][N:22]([C:64]([CH:57]4[CH2:63][CH2:62][CH2:61][CH2:60][CH2:59][CH2:58]4)=[O:65])[CH2:21][CH2:20]3)=[O:18])=[CH:15][CH:14]=2)[CH2:8][CH2:7][CH2:6][CH2:5][CH2:4]1. (5) The product is: [Cl:1][C:2]1[CH:17]=[CH:16][C:5]([O:6][C:7]2[CH:15]=[CH:14][C:10]([C:11]([NH:22][CH3:21])=[O:12])=[CH:9][CH:8]=2)=[C:4]([N+:18]([O-:20])=[O:19])[CH:3]=1. Given the reactants [Cl:1][C:2]1[CH:17]=[CH:16][C:5]([O:6][C:7]2[CH:15]=[CH:14][C:10]([C:11](Cl)=[O:12])=[CH:9][CH:8]=2)=[C:4]([N+:18]([O-:20])=[O:19])[CH:3]=1.[CH3:21][NH2:22], predict the reaction product. (6) Given the reactants [F:1][C:2]1[CH:7]=[C:6](I)[CH:5]=[CH:4][N:3]=1.[Cl:9][C:10]1[C:15](B(O)O)=[CH:14][CH:13]=[CH:12][N:11]=1.C([O-])([O-])=O.[Na+].[Na+].P(C(C)(C)C)(C(C)(C)C)C(C)(C)C.[H+].[B-](F)(F)(F)F, predict the reaction product. The product is: [Cl:9][C:10]1[C:15]([C:6]2[CH:5]=[CH:4][N:3]=[C:2]([F:1])[CH:7]=2)=[CH:14][CH:13]=[CH:12][N:11]=1. (7) The product is: [CH3:8][CH2:9][C@@H:10]([C@H:12]([NH:204][C:205]([CH2:207][NH2:208])=[O:206])[C:13]([NH:15][CH2:16][C:17]([NH:19][C@H:20]([C:22]([NH:24][C@H:25]([C:29]([NH:31][C@H:32]([C:37]([NH:39][C@H:40]([C:46]([NH:48][C@H:49]([C:53]([NH:55][C@H:56]([C:61]([NH:63][C@H:64]([C:68]([NH:70][C@H:71]([C:75]([NH:77][CH2:78][C:79]([NH:81][C@H:82]([C:87]([N:89]1[C@H:93]([C:94]([NH:96][C@H:97]([C:99]([NH:101][C@H:102]([C:107]([NH:109][C@H:110]([C:115]([NH:117][C@H:118]([C:121]([NH:123][C@H:124]([C:135]([NH:137][C@H:138]([C:143]([NH:145][C@H:146]([C:152]([NH:154][C@H:155]([C:163]([NH:165][C@H:166]([C:172]([NH:174][C@H:175]([C:183]([NH:185][C@H:186]([C:192]([NH:194][C@H:195]([C:201]([NH2:203])=[O:202])[CH2:196][CH2:197][C:198]([NH2:200])=[O:199])=[O:193])[CH2:187][CH2:188][C:189]([NH2:191])=[O:190])=[O:184])[CH2:176][CH2:177][CH2:178][NH:179][C:180]([NH2:182])=[NH:181])=[O:173])[CH2:167][CH2:168][CH2:169][CH2:170][NH2:171])=[O:164])[CH2:156][CH2:157][CH2:158][NH:159][C:160]([NH2:162])=[NH:161])=[O:153])[CH2:147][CH2:148][CH2:149][CH2:150][NH2:151])=[O:144])[C@H:139]([CH2:141][CH3:142])[CH3:140])=[O:136])[CH2:125][C:126]2[C:130]3[CH:131]=[CH:132][CH:133]=[CH:134][C:129]=3[NH:128][CH:127]=2)=[O:122])[CH2:119][OH:120])=[O:116])[C@H:111]([CH2:113][CH3:114])[CH3:112])=[O:108])[CH2:103][CH:104]([CH3:105])[CH3:106])=[O:100])[CH3:98])=[O:95])[CH2:92][CH2:91][CH2:90]1)=[O:88])[CH2:83][CH:84]([CH3:85])[CH3:86])=[O:80])=[O:76])[C@H:72]([OH:74])[CH3:73])=[O:69])[C@H:65]([OH:67])[CH3:66])=[O:62])[CH2:57][CH:58]([CH3:60])[CH3:59])=[O:54])[CH:50]([CH3:52])[CH3:51])=[O:47])[CH2:41][CH2:42][CH2:43][CH2:44][NH2:45])=[O:38])[CH2:33][CH:34]([CH3:36])[CH3:35])=[O:30])[CH:26]([CH3:28])[CH3:27])=[O:23])[CH3:21])=[O:18])=[O:14])[CH3:11]. Given the reactants N[C@H](C(O)=O)CS.[CH3:8][CH2:9][C@@H:10]([C@H:12]([NH:204][C:205]([CH2:207][NH2:208])=[O:206])[C:13]([NH:15][CH2:16][C:17]([NH:19][C@H:20]([C:22]([NH:24][C@H:25]([C:29]([NH:31][C@H:32]([C:37]([NH:39][C@H:40]([C:46]([NH:48][C@H:49]([C:53]([NH:55][C@H:56]([C:61]([NH:63][C@H:64]([C:68]([NH:70][C@H:71]([C:75]([NH:77][CH2:78][C:79]([NH:81][C@H:82]([C:87]([N:89]1[C@H:93]([C:94]([NH:96][C@H:97]([C:99]([NH:101][C@H:102]([C:107]([NH:109][C@H:110]([C:115]([NH:117][C@H:118]([C:121]([NH:123][C@H:124]([C:135]([NH:137][C@H:138]([C:143]([NH:145][C@H:146]([C:152]([NH:154][C@H:155]([C:163]([NH:165][C@H:166]([C:172]([NH:174][C@H:175]([C:183]([NH:185][C@H:186]([C:192]([NH:194][C@H:195]([C:201]([NH2:203])=[O:202])[CH2:196][CH2:197][C:198]([NH2:200])=[O:199])=[O:193])[CH2:187][CH2:188][C:189]([NH2:191])=[O:190])=[O:184])[CH2:176][CH2:177][CH2:178][NH:179][C:180]([NH2:182])=[NH:181])=[O:173])[CH2:167][CH2:168][CH2:169][CH2:170][NH2:171])=[O:164])[CH2:156][CH2:157][CH2:158][NH:159][C:160]([NH2:162])=[NH:161])=[O:153])[CH2:147][CH2:148][CH2:149][CH2:150][NH2:151])=[O:144])[C@H:139]([CH2:141][CH3:142])[CH3:140])=[O:136])[CH2:125][C:126]2[C:130]3[CH:131]=[CH:132][CH:133]=[CH:134][C:129]=3[NH:128][CH:127]=2)=[O:122])[CH2:119][OH:120])=[O:116])[C@H:111]([CH2:113][CH3:114])[CH3:112])=[O:108])[CH2:103][CH:104]([CH3:106])[CH3:105])=[O:100])[CH3:98])=[O:95])[CH2:92][CH2:91][CH2:90]1)=[O:88])[CH2:83][CH:84]([CH3:86])[CH3:85])=[O:80])=[O:76])[C@H:72]([OH:74])[CH3:73])=[O:69])[C@H:65]([OH:67])[CH3:66])=[O:62])[CH2:57][CH:58]([CH3:60])[CH3:59])=[O:54])[CH:50]([CH3:52])[CH3:51])=[O:47])[CH2:41][CH2:42][CH2:43][CH2:44][NH2:45])=[O:38])[CH2:33][CH:34]([CH3:36])[CH3:35])=[O:30])[CH:26]([CH3:28])[CH3:27])=[O:23])[CH3:21])=[O:18])=[O:14])[CH3:11].C(C(O)=O)CP(CCC(O)=O)CCC(O)=O.Cl, predict the reaction product. (8) The product is: [C:24]1([C:30]2[C:31]([C:39]3[CH:40]=[CH:41][C:42]([CH2:43][N:2]4[CH2:5][CH:4]([C:6]5[N:7]=[C:8]([C:11]6[CH:16]=[CH:15][CH:14]=[CH:13][N:12]=6)[NH:9][N:10]=5)[CH2:3]4)=[CH:45][CH:46]=3)=[N:32][C:33]3[N:34]([CH:36]=[CH:37][N:38]=3)[CH:35]=2)[CH:29]=[CH:28][CH:27]=[CH:26][CH:25]=1. Given the reactants Cl.[NH:2]1[CH2:5][CH:4]([C:6]2[NH:10][N:9]=[C:8]([C:11]3[CH:16]=[CH:15][CH:14]=[CH:13][N:12]=3)[N:7]=2)[CH2:3]1.C(N(CC)CC)C.[C:24]1([C:30]2[C:31]([C:39]3[CH:46]=[CH:45][C:42]([CH:43]=O)=[CH:41][CH:40]=3)=[N:32][C:33]3[N:34]([CH:36]=[CH:37][N:38]=3)[CH:35]=2)[CH:29]=[CH:28][CH:27]=[CH:26][CH:25]=1.C(O)(=O)C.[BH-](OC(C)=O)(OC(C)=O)OC(C)=O.[Na+], predict the reaction product. (9) Given the reactants [CH3:1][O:2][C:3]1[CH:10]=[CH:9][C:6]([CH:7]=[O:8])=[C:5]([O:11][CH2:12][O:13][CH3:14])[CH:4]=1.[S:15]([CH2:25][N+:26]#[C-:27])([C:18]1[CH:24]=[CH:23][C:21]([CH3:22])=[CH:20][CH:19]=1)(=[O:17])=[O:16].[C-]#N.[Na+], predict the reaction product. The product is: [CH3:1][O:2][C:3]1[CH:10]=[CH:9][C:6]([C@H:7]2[O:8][CH:27]=[N:26][C@@H:25]2[S:15]([C:18]2[CH:24]=[CH:23][C:21]([CH3:22])=[CH:20][CH:19]=2)(=[O:17])=[O:16])=[C:5]([O:11][CH2:12][O:13][CH3:14])[CH:4]=1.